This data is from Catalyst prediction with 721,799 reactions and 888 catalyst types from USPTO. The task is: Predict which catalyst facilitates the given reaction. (1) Reactant: [CH3:1][C:2]1[CH:3]=[C:4]([NH2:15])[C:5]([NH:8][C:9]2[CH:14]=[CH:13][CH:12]=[CH:11][CH:10]=2)=[CH:6][CH:7]=1.[C:16]([O:20][C:21]([NH:23][C@@H:24]([CH3:28])[C:25](O)=O)=[O:22])([CH3:19])([CH3:18])[CH3:17].C1C=NC2N(O)N=NC=2C=1.Cl.CN(C)CCCN=C=NCC.CN1CCOCC1. Product: [C:16]([O:20][C:21](=[O:22])[NH:23][C@H:24]([C:25]1[N:8]([C:9]2[CH:14]=[CH:13][CH:12]=[CH:11][CH:10]=2)[C:5]2[CH:6]=[CH:7][C:2]([CH3:1])=[CH:3][C:4]=2[N:15]=1)[CH3:28])([CH3:19])([CH3:18])[CH3:17]. The catalyst class is: 2. (2) Reactant: [CH3:1][O:2][CH2:3][CH2:4][CH2:5][CH2:6][N:7]1[C:11]2[CH:12]=[CH:13][CH:14]=[CH:15][C:10]=2[N:9]=[C:8]1[C:16]([N:18]([CH2:33][CH:34]([CH3:36])[CH3:35])[C@H:19]1[CH2:24][C@@H:23]([C:25]([N:27]2[CH2:32][CH2:31][O:30][CH2:29][CH2:28]2)=[O:26])[CH2:22][NH:21][CH2:20]1)=[O:17].[CH3:37][S:38]([OH:41])(=[O:40])=[O:39].CCCCCC. Product: [CH3:37][S:38]([OH:41])(=[O:40])=[O:39].[CH3:1][O:2][CH2:3][CH2:4][CH2:5][CH2:6][N:7]1[C:11]2[CH:12]=[CH:13][CH:14]=[CH:15][C:10]=2[N:9]=[C:8]1[C:16]([N:18]([CH2:33][CH:34]([CH3:36])[CH3:35])[C@H:19]1[CH2:24][C@@H:23]([C:25]([N:27]2[CH2:32][CH2:31][O:30][CH2:29][CH2:28]2)=[O:26])[CH2:22][NH:21][CH2:20]1)=[O:17]. The catalyst class is: 13. (3) Reactant: [CH2:1]([C:8]1([C:17]2[CH:22]=[CH:21][C:20]([F:23])=[C:19]([O:24][CH2:25][CH2:26][NH:27][S:28]([C:31]3[N:32]=[CH:33][N:34]([CH3:36])[CH:35]=3)(=[O:30])=[O:29])[CH:18]=2)[CH2:11][N:10]([C:12](OCC)=O)[CH2:9]1)[C:2]1[CH:7]=[CH:6][CH:5]=[CH:4][CH:3]=1.[H-].[Al+3].[Li+].[H-].[H-].[H-].[OH-].[Na+]. Product: [CH2:1]([C:8]1([C:17]2[CH:22]=[CH:21][C:20]([F:23])=[C:19]([CH:18]=2)[O:24][CH2:25][CH2:26][NH:27][S:28]([C:31]2[N:32]=[CH:33][N:34]([CH3:36])[CH:35]=2)(=[O:29])=[O:30])[CH2:11][N:10]([CH3:12])[CH2:9]1)[C:2]1[CH:3]=[CH:4][CH:5]=[CH:6][CH:7]=1. The catalyst class is: 7. (4) The catalyst class is: 9. Product: [F:1][C:2]1[CH:3]=[C:4]([C@H:8]([N:13]2[C:21]3[C:16](=[CH:17][CH:18]=[CH:19][CH:20]=3)[C:15]([C:27]3[CH:28]=[CH:29][CH:30]=[CH:31][C:26]=3[O:25][C:24]([F:23])([F:36])[F:35])=[CH:14]2)[C@H:9]([OH:12])[CH2:10][OH:11])[CH:5]=[CH:6][CH:7]=1. Reactant: [F:1][C:2]1[CH:3]=[C:4]([C@H:8]([N:13]2[C:21]3[C:16](=[CH:17][CH:18]=[CH:19][CH:20]=3)[C:15](I)=[CH:14]2)[C@H:9]([OH:12])[CH2:10][OH:11])[CH:5]=[CH:6][CH:7]=1.[F:23][C:24]([F:36])([F:35])[O:25][C:26]1[CH:31]=[CH:30][CH:29]=[CH:28][C:27]=1B(O)O.P([O-])([O-])([O-])=O.[K+].[K+].[K+]. (5) Product: [CH3:22][C:21]([CH3:24])([CH3:23])[C:20]([O:12][C:4]1[CH:5]=[C:6]([N+:9]([O-:11])=[O:10])[CH:7]=[CH:8][C:3]=1[O:2][CH3:1])=[O:25]. The catalyst class is: 112. Reactant: [CH3:1][O:2][C:3]1[CH:8]=[CH:7][C:6]([N+:9]([O-:11])=[O:10])=[CH:5][C:4]=1[OH:12].C(N(CC)CC)C.[C:20](Cl)(=[O:25])[C:21]([CH3:24])([CH3:23])[CH3:22].Cl. (6) Reactant: [CH3:1][C:2]1[C:6]([C:7]2[CH:12]=[CH:11][C:10]([O:13][CH2:14][CH3:15])=[CH:9][CH:8]=2)=[C:5]([NH2:16])[NH:4][N:3]=1.[C:17]1([C:23](=O)[CH2:24][C:25](OCC)=[O:26])[CH:22]=[CH:21][CH:20]=[CH:19][CH:18]=1. Product: [CH2:14]([O:13][C:10]1[CH:9]=[CH:8][C:7]([C:6]2[C:2]([CH3:1])=[N:3][N:4]3[C:23]([C:17]4[CH:22]=[CH:21][CH:20]=[CH:19][CH:18]=4)=[CH:24][C:25](=[O:26])[NH:16][C:5]=23)=[CH:12][CH:11]=1)[CH3:15]. The catalyst class is: 17. (7) Reactant: ClC(OCC)=O.[I:7][C:8]1[CH:9]=[C:10]([CH:14]=[CH:15][CH:16]=1)[C:11](O)=[O:12].C(N(CC)CC)C.[BH4-].[Na+].C(=O)=O.Cl. Product: [I:7][C:8]1[CH:9]=[C:10]([CH:14]=[CH:15][CH:16]=1)[CH2:11][OH:12]. The catalyst class is: 30.